From a dataset of Forward reaction prediction with 1.9M reactions from USPTO patents (1976-2016). Predict the product of the given reaction. (1) Given the reactants [BH4-].[Na+].B(F)(F)F.[Cl:7][C:8]1[C:13](/[CH:14]=[CH:15]/[N+:16]([O-])=O)=[CH:12][CH:11]=[C:10]([C:19]([F:22])([F:21])[F:20])[N:9]=1, predict the reaction product. The product is: [Cl:7][C:8]1[C:13]([CH2:14][CH2:15][NH2:16])=[CH:12][CH:11]=[C:10]([C:19]([F:20])([F:21])[F:22])[N:9]=1.[ClH:7]. (2) Given the reactants [NH2:1][C:2](=[O:43])[CH:3]([C:5]1[CH:10]=[CH:9][CH:8]=[CH:7][C:6]=1[C:11]#[C:12][C:13]1[C:18]([C:19]([F:22])([F:21])[F:20])=[CH:17][N:16]=[C:15]([NH:23][C:24]2[CH:25]=[CH:26][C:27]([CH:30]3[CH2:35][CH2:34][N:33]([C:36]([O:38][C:39]([CH3:42])([CH3:41])[CH3:40])=[O:37])[CH2:32][CH2:31]3)=[N:28][CH:29]=2)[N:14]=1)[CH3:4], predict the reaction product. The product is: [NH2:1][C:2](=[O:43])[CH:3]([C:5]1[CH:10]=[CH:9][CH:8]=[CH:7][C:6]=1[CH2:11][CH2:12][C:13]1[C:18]([C:19]([F:22])([F:21])[F:20])=[CH:17][N:16]=[C:15]([NH:23][C:24]2[CH:25]=[CH:26][C:27]([CH:30]3[CH2:31][CH2:32][N:33]([C:36]([O:38][C:39]([CH3:41])([CH3:42])[CH3:40])=[O:37])[CH2:34][CH2:35]3)=[N:28][CH:29]=2)[N:14]=1)[CH3:4]. (3) Given the reactants [I-].C[S+](C)(C)=O.[CH3:7]C(C)([O-])C.[K+].CS(C)=O.[CH3:17][O:18][N:19]([CH3:48])[C:20](=[O:47])/[CH:21]=[CH:22]/[C:23]1[N:24]=[CH:25][N:26]([C:28]([C:41]2[CH:46]=[CH:45][CH:44]=[CH:43][CH:42]=2)([C:35]2[CH:40]=[CH:39][CH:38]=[CH:37][CH:36]=2)[C:29]2[CH:34]=[CH:33][CH:32]=[CH:31][CH:30]=2)[CH:27]=1, predict the reaction product. The product is: [CH3:17][O:18][N:19]([CH3:48])[C:20]([CH:21]1[CH2:7][CH:22]1[C:23]1[N:24]=[CH:25][N:26]([C:28]([C:35]2[CH:36]=[CH:37][CH:38]=[CH:39][CH:40]=2)([C:41]2[CH:42]=[CH:43][CH:44]=[CH:45][CH:46]=2)[C:29]2[CH:34]=[CH:33][CH:32]=[CH:31][CH:30]=2)[CH:27]=1)=[O:47]. (4) Given the reactants C[O:2][C:3](=O)[C@H:4]([CH2:9][C:10]1[CH:15]=[CH:14][CH:13]=[CH:12][CH:11]=1)[NH:5][C:6](=[O:8])[CH3:7].[H-].C([Al+]CC(C)C)C(C)C, predict the reaction product. The product is: [C:6]([NH:5][C@H:4]([CH:3]=[O:2])[CH2:9][C:10]1[CH:15]=[CH:14][CH:13]=[CH:12][CH:11]=1)(=[O:8])[CH3:7]. (5) Given the reactants [OH:1][C:2]1[CH:10]=[CH:9][CH:8]=[CH:7][C:3]=1[C:4]([NH2:6])=[O:5].[CH:11](=O)[C:12]1[CH:17]=[CH:16][CH:15]=[CH:14][CH:13]=1, predict the reaction product. The product is: [C:12]1([CH:11]2[NH:6][C:4](=[O:5])[C:3]3[CH:7]=[CH:8][CH:9]=[CH:10][C:2]=3[O:1]2)[CH:17]=[CH:16][CH:15]=[CH:14][CH:13]=1. (6) Given the reactants [C:1](Cl)(=[O:4])[CH:2]=[CH2:3].[OH:6][CH2:7][CH2:8][CH2:9][CH2:10][CH2:11][CH2:12][CH2:13][CH2:14][CH2:15][CH2:16][CH2:17][C:18]1[CH:23]=[CH:22][C:21]([OH:24])=[CH:20][CH:19]=1.CN(C)C1C=CC=CC=1, predict the reaction product. The product is: [C:1]([O:6][CH2:7][CH2:8][CH2:9][CH2:10][CH2:11][CH2:12][CH2:13][CH2:14][CH2:15][CH2:16][CH2:17][C:18]1[CH:19]=[CH:20][C:21]([OH:24])=[CH:22][CH:23]=1)(=[O:4])[CH:2]=[CH2:3].